From a dataset of Full USPTO retrosynthesis dataset with 1.9M reactions from patents (1976-2016). Predict the reactants needed to synthesize the given product. (1) Given the product [CH2:32]([O:34][C:35]([N:37]1[CH2:38][CH2:39][CH:40]([NH:43][C:21](=[O:22])[C:20]2[CH:24]=[CH:25][CH:26]=[C:18]([C:16]3[CH:15]=[N:14][C:10]4[NH:11][CH2:12][CH2:13][N:8]([CH2:7][C:6]5[CH:27]=[C:2]([Cl:1])[CH:3]=[CH:4][C:5]=5[C:28]([F:31])([F:30])[F:29])[C:9]=4[CH:17]=3)[CH:19]=2)[CH2:41][CH2:42]1)=[O:36])[CH3:33], predict the reactants needed to synthesize it. The reactants are: [Cl:1][C:2]1[CH:3]=[CH:4][C:5]([C:28]([F:31])([F:30])[F:29])=[C:6]([CH:27]=1)[CH2:7][N:8]1[CH2:13][CH2:12][NH:11][C:10]2[N:14]=[CH:15][C:16]([C:18]3[CH:19]=[C:20]([CH:24]=[CH:25][CH:26]=3)[C:21](O)=[O:22])=[CH:17][C:9]1=2.[CH2:32]([O:34][C:35]([N:37]1[CH2:42][CH2:41][CH:40]([NH2:43])[CH2:39][CH2:38]1)=[O:36])[CH3:33]. (2) Given the product [CH:29]1([C:32]([NH:1][C:2]2[CH:3]=[CH:4][CH:5]=[C:6]3[C:10]=2[C:9](=[O:11])[N:8]([C@H:12]([C:18]2[CH:23]=[CH:22][C:21]([O:24][CH3:25])=[C:20]([O:26][CH2:27][CH3:28])[CH:19]=2)[CH2:13][S:14]([CH3:17])(=[O:15])=[O:16])[CH2:7]3)=[O:33])[CH2:31][CH2:30]1, predict the reactants needed to synthesize it. The reactants are: [NH2:1][C:2]1[CH:3]=[CH:4][CH:5]=[C:6]2[C:10]=1[C:9](=[O:11])[N:8]([C@H:12]([C:18]1[CH:23]=[CH:22][C:21]([O:24][CH3:25])=[C:20]([O:26][CH2:27][CH3:28])[CH:19]=1)[CH2:13][S:14]([CH3:17])(=[O:16])=[O:15])[CH2:7]2.[CH:29]1([C:32](Cl)=[O:33])[CH2:31][CH2:30]1. (3) The reactants are: [C:1]([NH:4][C:5]1[CH:6]=[C:7]2[S:13][C:12]([NH:14][CH2:15][C:16]3[CH:21]=[CH:20][C:19]([O:22][CH3:23])=[CH:18][CH:17]=3)=[C:11]([C:24]([O:26]CC)=[O:25])[C:8]2=[N:9][CH:10]=1)(=[O:3])[CH3:2].O.[Li+].[OH-].Cl. Given the product [C:1]([NH:4][C:5]1[CH:6]=[C:7]2[S:13][C:12]([NH:14][CH2:15][C:16]3[CH:21]=[CH:20][C:19]([O:22][CH3:23])=[CH:18][CH:17]=3)=[C:11]([C:24]([OH:26])=[O:25])[C:8]2=[N:9][CH:10]=1)(=[O:3])[CH3:2], predict the reactants needed to synthesize it.